From a dataset of Reaction yield outcomes from USPTO patents with 853,638 reactions. Predict the reaction yield, written as a fraction of the theoretical maximum amount of product (1.0 means a 100% yield; for example, 0.34 means a 34% yield). (1) The reactants are [F:1][C:2]1[CH:9]=[CH:8][CH:7]=[CH:6][C:3]=1[CH:4]=[CH2:5].C(O)(=[O:12])C.BrN1C(=O)CCC1=O.C(=O)([O-])[O-].[Na+].[Na+].[OH-].[Na+]. The catalyst is O1CCOCC1.O. The product is [F:1][C:2]1[CH:9]=[CH:8][CH:7]=[CH:6][C:3]=1[CH:4]1[CH2:5][O:12]1. The yield is 0.940. (2) The reactants are [F:1][C:2]1[CH:7]=[CH:6][CH:5]=[CH:4][C:3]=1[CH2:8][O:9][C:10]1[CH:15]=[CH:14][C:13]([C@@H:16]2[N:20]([C:21]([O:23][C:24]([CH3:27])([CH3:26])[CH3:25])=[O:22])[C@H:19]([C:28]([O:30][CH3:31])=[O:29])[CH2:18][CH2:17]2)=[CH:12][C:11]=1[O:32][CH3:33].[Li+].C[Si]([N-][Si](C)(C)C)(C)C.[CH:44](OCC)=[O:45].[BH4-].[Na+]. The catalyst is C1COCC1. The product is [F:1][C:2]1[CH:7]=[CH:6][CH:5]=[CH:4][C:3]=1[CH2:8][O:9][C:10]1[CH:15]=[CH:14][C:13]([C@@H:16]2[N:20]([C:21]([O:23][C:24]([CH3:27])([CH3:26])[CH3:25])=[O:22])[C@:19]([CH2:44][OH:45])([C:28]([O:30][CH3:31])=[O:29])[CH2:18][CH2:17]2)=[CH:12][C:11]=1[O:32][CH3:33]. The yield is 0.460.